The task is: Regression. Given a peptide amino acid sequence and an MHC pseudo amino acid sequence, predict their binding affinity value. This is MHC class I binding data.. This data is from Peptide-MHC class I binding affinity with 185,985 pairs from IEDB/IMGT. The peptide sequence is TQWSLFFFVY. The MHC is HLA-A68:01 with pseudo-sequence HLA-A68:01. The binding affinity (normalized) is 0.186.